Dataset: Catalyst prediction with 721,799 reactions and 888 catalyst types from USPTO. Task: Predict which catalyst facilitates the given reaction. (1) Reactant: [F:1][C:2]1[CH:3]=[C:4]([CH2:8][CH2:9][CH2:10][CH:11]2[CH2:16][CH2:15][NH:14][CH2:13][CH2:12]2)[CH:5]=[CH:6][CH:7]=1.[Br:17][C:18]1[C:19](=[O:32])[N:20]([C:26]2[CH:31]=[CH:30][CH:29]=[CH:28][CH:27]=2)[N:21]([CH3:25])[C:22]=1[CH2:23]Br.C(N(C(C)C)CC)(C)C. Product: [Br:17][C:18]1[C:19](=[O:32])[N:20]([C:26]2[CH:27]=[CH:28][CH:29]=[CH:30][CH:31]=2)[N:21]([CH3:25])[C:22]=1[CH2:23][N:14]1[CH2:15][CH2:16][CH:11]([CH2:10][CH2:9][CH2:8][C:4]2[CH:5]=[CH:6][CH:7]=[C:2]([F:1])[CH:3]=2)[CH2:12][CH2:13]1. The catalyst class is: 10. (2) Reactant: C(O/[CH:4]=[CH:5]\[C:6]1[C:11]([C:12]#[N:13])=[CH:10][N:9]=[C:8]([S:14][CH3:15])[N:7]=1)C.BrN1C(=O)CCC1=O.[CH2:24]([C:26]1[C:27]([NH2:32])=[N:28][CH:29]=[CH:30][CH:31]=1)[CH3:25].C(=O)([O-])O.[Na+]. Product: [CH2:24]([C:26]1[C:27]2[N:28]([C:5]([C:6]3[C:11]([C:12]#[N:13])=[CH:10][N:9]=[C:8]([S:14][CH3:15])[N:7]=3)=[CH:4][N:32]=2)[CH:29]=[CH:30][CH:31]=1)[CH3:25]. The catalyst class is: 38. (3) Reactant: [F:1][C:2]1[CH:7]=[CH:6][C:5]([F:8])=[CH:4][C:3]=1[OH:9].[Br:10]Br. Product: [Br:10][C:6]1[C:5]([F:8])=[CH:4][C:3]([OH:9])=[C:2]([F:1])[CH:7]=1. The catalyst class is: 22. (4) Reactant: [CH3:1][NH:2][C:3](=O)[C:4]1[CH:9]=[CH:8][CH:7]=[C:6]([C:10]2[C:15]([CH3:16])=[CH:14][C:13]([CH3:17])=[CH:12][C:11]=2[CH3:18])[CH:5]=1.COC1C=CC(P2(SP(C3C=CC(OC)=CC=3)(=S)S2)=[S:29])=CC=1.O. Product: [CH3:1][NH:2][C:3](=[S:29])[C:4]1[CH:9]=[CH:8][CH:7]=[C:6]([C:10]2[C:15]([CH3:16])=[CH:14][C:13]([CH3:17])=[CH:12][C:11]=2[CH3:18])[CH:5]=1. The catalyst class is: 11.